Dataset: Full USPTO retrosynthesis dataset with 1.9M reactions from patents (1976-2016). Task: Predict the reactants needed to synthesize the given product. (1) Given the product [F:1][C:2]1[CH:7]=[CH:6][CH:5]=[C:4]([F:8])[C:3]=1[N:9]1[C:12]2=[N:19][CH:18]=[CH:17][C:16]([I:20])=[C:13]2[CH:14]=[N:10]1, predict the reactants needed to synthesize it. The reactants are: [F:1][C:2]1[CH:7]=[CH:6][CH:5]=[C:4]([F:8])[C:3]=1[NH:9][NH2:10].F[C:12]1[N:19]=[CH:18][CH:17]=[C:16]([I:20])[C:13]=1[CH:14]=O. (2) The reactants are: [N+:1]([O-:4])(O)=[O:2].[Br:5][C:6]1[C:7]([OH:13])=[N:8][C:9]([CH3:12])=[CH:10][CH:11]=1. Given the product [Br:5][C:6]1[C:7]([OH:13])=[N:8][C:9]([CH3:12])=[C:10]([N+:1]([O-:4])=[O:2])[CH:11]=1, predict the reactants needed to synthesize it.